From a dataset of Reaction yield outcomes from USPTO patents with 853,638 reactions. Predict the reaction yield, written as a fraction of the theoretical maximum amount of product (1.0 means a 100% yield; for example, 0.34 means a 34% yield). (1) The reactants are [C:1]([SiH2:5][O:6][C:7]([CH3:21])([CH3:20])[C:8]1[CH:9]=[C:10]([CH2:15][CH2:16][NH:17][CH2:18][CH3:19])[CH:11]=[CH:12][C:13]=1[Cl:14])([CH3:4])([CH3:3])[CH3:2].CCN(C(C)C)C(C)C.[CH3:31][C:32]([O:35][C:36](O[C:36]([O:35][C:32]([CH3:34])([CH3:33])[CH3:31])=[O:37])=[O:37])([CH3:34])[CH3:33]. The catalyst is C(Cl)Cl. The product is [C:32]([O:35][C:36](=[O:37])[N:17]([CH2:16][CH2:15][C:10]1[CH:11]=[CH:12][C:13]([Cl:14])=[C:8]([C:7]([CH3:20])([CH3:21])[O:6][SiH2:5][C:1]([CH3:4])([CH3:3])[CH3:2])[CH:9]=1)[CH2:18][CH3:19])([CH3:34])([CH3:33])[CH3:31]. The yield is 0.710. (2) The reactants are Br[C:2]1[N:3]=[CH:4][C:5]([NH:8][C:9](=[O:28])[C@@H:10]([C:17]2[CH:22]=[CH:21][C:20]([S:23]([CH3:26])(=[O:25])=[O:24])=[C:19]([CH3:27])[CH:18]=2)[CH2:11][CH:12]2[CH2:16][CH2:15][CH2:14][CH2:13]2)=[N:6][CH:7]=1.C(N(CC)C(C)C)(C)C.[C:38]([C:40]1([OH:46])[CH2:45][CH2:44][O:43][CH2:42][CH2:41]1)#[CH:39]. The catalyst is C1(C)C=CC=CC=1.Cl[Pd](Cl)([P](C1C=CC=CC=1)(C1C=CC=CC=1)C1C=CC=CC=1)[P](C1C=CC=CC=1)(C1C=CC=CC=1)C1C=CC=CC=1.[Cu]I. The product is [CH:12]1([CH2:11][C@H:10]([C:17]2[CH:22]=[CH:21][C:20]([S:23]([CH3:26])(=[O:25])=[O:24])=[C:19]([CH3:27])[CH:18]=2)[C:9]([NH:8][C:5]2[CH:4]=[N:3][C:2]([C:39]#[C:38][C:40]3([OH:46])[CH2:45][CH2:44][O:43][CH2:42][CH2:41]3)=[CH:7][N:6]=2)=[O:28])[CH2:16][CH2:15][CH2:14][CH2:13]1. The yield is 0.550. (3) The reactants are [CH3:1][C:2]1([CH3:10])[O:7][C:6](=[O:8])[CH:5]=[C:4]([CH3:9])[O:3]1.[OH2:11]. No catalyst specified. The product is [O:3]=[C:4]([CH3:9])[CH2:5][C:6]([O:7][C@H:2]([CH3:10])[C:1]([O:3][CH:2]([CH3:10])[CH3:1])=[O:11])=[O:8]. The yield is 0.680.